This data is from Peptide-MHC class II binding affinity with 134,281 pairs from IEDB. The task is: Regression. Given a peptide amino acid sequence and an MHC pseudo amino acid sequence, predict their binding affinity value. This is MHC class II binding data. (1) The peptide sequence is VPILLNNPNLFWAVK. The MHC is DRB1_0301 with pseudo-sequence DRB1_0301. The binding affinity (normalized) is 0.725. (2) The peptide sequence is NIQIRLPWYSYLYAV. The MHC is HLA-DQA10401-DQB10402 with pseudo-sequence HLA-DQA10401-DQB10402. The binding affinity (normalized) is 0.0847. (3) The peptide sequence is MARFTSTLTRLVKRP. The MHC is DRB1_0301 with pseudo-sequence DRB1_0301. The binding affinity (normalized) is 0.403. (4) The peptide sequence is QTYSKFDTNSHNDDA. The MHC is DRB1_0404 with pseudo-sequence DRB1_0404. The binding affinity (normalized) is 0.138. (5) The peptide sequence is LFLHLVGFPTHRHIQ. The MHC is DRB1_0405 with pseudo-sequence DRB1_0405. The binding affinity (normalized) is 0.838. (6) The binding affinity (normalized) is 0.702. The MHC is DRB1_1101 with pseudo-sequence DRB1_1101. The peptide sequence is RRIFGVFKNPCTSHG.